Dataset: Forward reaction prediction with 1.9M reactions from USPTO patents (1976-2016). Task: Predict the product of the given reaction. (1) The product is: [CH3:1][O:2][C:3](=[O:28])[C@@H:4]([N:23]1[CH:27]=[CH:26][CH:25]=[CH:24]1)[CH2:5][C:6]1[CH:11]=[CH:10][C:9]([CH2:12][CH2:13][CH2:14][N:15]([CH3:22])[C:16]2[CH:21]=[CH:20][CH:19]=[CH:18][N:17]=2)=[CH:8][CH:7]=1. Given the reactants [CH3:1][O:2][C:3](=[O:28])[C@@H:4]([N:23]1[CH:27]=[CH:26][CH:25]=[CH:24]1)[CH2:5][C:6]1[CH:11]=[CH:10][C:9](/[CH:12]=[CH:13]/[CH2:14][N:15]([CH3:22])[C:16]2[CH:21]=[CH:20][CH:19]=[CH:18][N:17]=2)=[CH:8][CH:7]=1, predict the reaction product. (2) Given the reactants Br[C:2]1[CH:3]=[N:4][N:5]([C:9]2[CH:18]=[CH:17][C:12]([C:13]([O:15][CH3:16])=[O:14])=[CH:11][N:10]=2)[C:6]=1[O:7][CH3:8].[F:19][C:20]1[CH:21]=[C:22]([CH:25]=[CH:26][C:27]=1B1OC(C)(C)C(C)(C)O1)[C:23]#[N:24].C(=O)(O)[O-].[Na+], predict the reaction product. The product is: [C:23]([C:22]1[CH:25]=[CH:26][C:27]([C:2]2[CH:3]=[N:4][N:5]([C:9]3[CH:18]=[CH:17][C:12]([C:13]([O:15][CH3:16])=[O:14])=[CH:11][N:10]=3)[C:6]=2[O:7][CH3:8])=[C:20]([F:19])[CH:21]=1)#[N:24]. (3) The product is: [I:11][CH2:2][C:3](=[O:10])[N:4]1[CH2:9][CH2:8][O:7][CH2:6][CH2:5]1. Given the reactants Cl[CH2:2][C:3](=[O:10])[N:4]1[CH2:9][CH2:8][O:7][CH2:6][CH2:5]1.[I-:11].[Na+], predict the reaction product. (4) Given the reactants [CH2:1]([O:3][C:4](=[O:29])[CH2:5][C:6]1[CH:11]=[CH:10][C:9]([NH:12][C:13]([NH:15][C:16]2[S:17][C:18](Br)=[CH:19][N:20]=2)=[O:14])=[C:8]([C:22]([CH:24]2[CH2:28][CH2:27][CH2:26][CH2:25]2)=[O:23])[CH:7]=1)[CH3:2].[SH:30][C:31]1[CH:36]=[CH:35][CH:34]=[CH:33][N:32]=1, predict the reaction product. The product is: [CH2:1]([O:3][C:4](=[O:29])[CH2:5][C:6]1[CH:11]=[CH:10][C:9]([NH:12][C:13]([NH:15][C:16]2[S:17][C:18]([S:30][C:31]3[CH:36]=[CH:35][CH:34]=[CH:33][N:32]=3)=[CH:19][N:20]=2)=[O:14])=[C:8]([C:22]([CH:24]2[CH2:28][CH2:27][CH2:26][CH2:25]2)=[O:23])[CH:7]=1)[CH3:2]. (5) Given the reactants CN(C)S([N:6]1[CH:10]=[CH:9][N:8]=[C:7]1[CH:11]([C:13]1[N:14]([CH3:30])[N:15]=[C:16]2[C:21]=1[CH:20]=[CH:19][CH:18]=[C:17]2[C:22]1[CH:27]=[CH:26][C:25]([Cl:28])=[CH:24][C:23]=1[Cl:29])O)(=O)=O.[OH-].[Na+], predict the reaction product. The product is: [Cl:29][C:23]1[CH:24]=[C:25]([Cl:28])[CH:26]=[CH:27][C:22]=1[C:17]1[C:16]2[C:21](=[C:13]([CH2:11][C:7]3[NH:6][CH:10]=[CH:9][N:8]=3)[N:14]([CH3:30])[N:15]=2)[CH:20]=[CH:19][CH:18]=1. (6) Given the reactants [F:1][C:2]1[CH:7]=[CH:6][C:5]([C:8](=O)[CH2:9][C:10]([O:12]CC)=O)=[CH:4][CH:3]=1.Cl.[C:17]([NH2:20])(=[NH:19])[CH3:18], predict the reaction product. The product is: [F:1][C:2]1[CH:3]=[CH:4][C:5]([C:8]2[CH:9]=[C:10]([OH:12])[N:20]=[C:17]([CH3:18])[N:19]=2)=[CH:6][CH:7]=1. (7) Given the reactants [C:1]([O:5][C:6]([N:8]1[C@H:13]([C:14]([OH:16])=O)[CH2:12][C@@H:11]2[C@H:9]1[CH2:10]2)=[O:7])([CH3:4])([CH3:3])[CH3:2].Cl.[F:18][C:19]([F:28])([F:27])[C@H:20]1[CH2:25][CH2:24][CH2:23][C@@H:22]([NH2:26])[CH2:21]1.CN(C(ON1N=NC2C=CC=CC1=2)=[N+](C)C)C.F[P-](F)(F)(F)(F)F.CCN(C(C)C)C(C)C, predict the reaction product. The product is: [C:1]([O:5][C:6]([N:8]1[C@H:13]([C:14](=[O:16])[NH:26][C@@H:22]2[CH2:23][CH2:24][CH2:25][C@H:20]([C:19]([F:18])([F:27])[F:28])[CH2:21]2)[CH2:12][C@@H:11]2[C@H:9]1[CH2:10]2)=[O:7])([CH3:2])([CH3:3])[CH3:4]. (8) The product is: [O:11]=[C:6]1[C:7]2[CH:8]=[CH:9][CH:10]=[C:2]([C:12]#[N:13])[C:3]=2[CH2:4][CH2:5]1. Given the reactants Br[C:2]1[CH:10]=[CH:9][CH:8]=[C:7]2[C:3]=1[CH2:4][CH2:5][C:6]2=[O:11].[CH3:12][N:13](C=O)C, predict the reaction product. (9) The product is: [Br:3][C:4]1[CH:9]=[CH:8][C:7]([C:10](=[O:12])[CH3:11])=[C:6]([O:13][CH3:14])[CH:5]=1. Given the reactants IC.[Br:3][C:4]1[CH:9]=[CH:8][C:7]([C:10](=[O:12])[CH3:11])=[C:6]([OH:13])[CH:5]=1.[CH3:14]N(C=O)C.C(=O)([O-])[O-].[K+].[K+], predict the reaction product. (10) Given the reactants FC1C=CC(C[N:7]2C(=O)N(C3SC(C(O)=O)=C(C)N=3)C=N2)=CC=1.[CH2:24]([N:28]1[CH2:32][CH2:31][N:30]([C:33]2[S:34][C:35]([C:39](O)=[O:40])=[C:36]([CH3:38])[N:37]=2)[C:29]1=[O:42])[CH:25]([CH3:27])[CH3:26], predict the reaction product. The product is: [CH2:24]([N:28]1[CH2:32][CH2:31][N:30]([C:33]2[S:34][C:35]([C:39]([NH2:7])=[O:40])=[C:36]([CH3:38])[N:37]=2)[C:29]1=[O:42])[CH:25]([CH3:27])[CH3:26].